From a dataset of Full USPTO retrosynthesis dataset with 1.9M reactions from patents (1976-2016). Predict the reactants needed to synthesize the given product. (1) Given the product [CH3:1][O:2][C:3]([C:5]1[S:6][C:7]([C:50]2[CH2:51][CH2:52][CH:47]([O:40][C:41]3[CH:42]=[CH:43][CH:44]=[CH:45][CH:46]=3)[CH2:48][CH:49]=2)=[CH:8][C:9]=1[N:10]([C@H:20]1[CH2:21][CH2:22][C@H:23]([OH:26])[CH2:24][CH2:25]1)[C:11]([C@H:13]1[CH2:18][CH2:17][C@H:16]([CH3:19])[CH2:15][CH2:14]1)=[O:12])=[O:4], predict the reactants needed to synthesize it. The reactants are: [CH3:1][O:2][C:3]([C:5]1[S:6][C:7]([Sn](CCCC)(CCCC)CCCC)=[CH:8][C:9]=1[N:10]([C@H:20]1[CH2:25][CH2:24][C@H:23]([OH:26])[CH2:22][CH2:21]1)[C:11]([C@H:13]1[CH2:18][CH2:17][C@H:16]([CH3:19])[CH2:15][CH2:14]1)=[O:12])=[O:4].[O:40]([CH:47]1[CH2:52][CH2:51][C:50](OS(C(F)(F)F)(=O)=O)=[CH:49][CH2:48]1)[C:41]1[CH:46]=[CH:45][CH:44]=[CH:43][CH:42]=1. (2) Given the product [CH2:22]([O:21][C:8]1[CH:7]=[C:6]([CH:11]=[CH:10][C:9]=1[CH2:12][C:13]1[CH:14]=[CH:15][C:16]([O:19][CH3:20])=[CH:17][CH:18]=1)[CH2:5][OH:4])[C:23]1[CH:24]=[CH:25][CH:26]=[CH:27][CH:28]=1, predict the reactants needed to synthesize it. The reactants are: C([O:4][CH2:5][C:6]1[CH:11]=[CH:10][C:9]([CH2:12][C:13]2[CH:18]=[CH:17][C:16]([O:19][CH3:20])=[CH:15][CH:14]=2)=[C:8]([O:21][CH2:22][C:23]2[CH:28]=[CH:27][CH:26]=[CH:25][CH:24]=2)[CH:7]=1)(=O)C.[OH-].[K+].Cl.